This data is from Catalyst prediction with 721,799 reactions and 888 catalyst types from USPTO. The task is: Predict which catalyst facilitates the given reaction. (1) Reactant: [CH:1]1([CH2:4][NH:5][C:6](=[O:32])[NH:7][C:8]2[CH:31]=[CH:30][C:11]([C:12]([N:14]3[CH2:19][CH2:18][N:17]([CH2:20][C:21]4[S:25][C:24]([C:26]([O:28]C)=[O:27])=[CH:23][CH:22]=4)[CH2:16][CH2:15]3)=[O:13])=[CH:10][CH:9]=2)[CH2:3][CH2:2]1.[OH-].[Na+]. Product: [CH:1]1([CH2:4][NH:5][C:6](=[O:32])[NH:7][C:8]2[CH:9]=[CH:10][C:11]([C:12]([N:14]3[CH2:15][CH2:16][N:17]([CH2:20][C:21]4[S:25][C:24]([C:26]([OH:28])=[O:27])=[CH:23][CH:22]=4)[CH2:18][CH2:19]3)=[O:13])=[CH:30][CH:31]=2)[CH2:2][CH2:3]1. The catalyst class is: 5. (2) Reactant: [CH2:1]([NH2:5])[CH2:2][CH2:3][NH2:4].[Br:6][C:7]1[N:8]=[C:9](S(C)(=O)=O)[C:10]2[N:11]([C:13]([I:16])=[CH:14][N:15]=2)[CH:12]=1. Product: [Br:6][C:7]1[N:8]=[C:9]([NH:4][CH2:3][CH2:2][CH2:1][NH2:5])[C:10]2[N:11]([C:13]([I:16])=[CH:14][N:15]=2)[CH:12]=1. The catalyst class is: 9. (3) Reactant: [CH3:1][N:2]([CH2:11][C:12]([O:14][C:15]([CH3:18])([CH3:17])[CH3:16])=[O:13])[C:3]1[N:8]=[CH:7][CH:6]=[C:5]([C:9]#[N:10])[N:4]=1.[C:19](OC)(=[O:27])[C:20]1[C:21](=[CH:23][CH:24]=[CH:25][CH:26]=1)[SH:22].C(N(CC)CC)C. The catalyst class is: 11. Product: [CH3:1][N:2]([CH2:11][C:12]([O:14][C:15]([CH3:18])([CH3:17])[CH3:16])=[O:13])[C:3]1[N:8]=[CH:7][CH:6]=[C:5]([C:9]2[S:22][C:21]3[CH:23]=[CH:24][CH:25]=[CH:26][C:20]=3[C:19](=[O:27])[N:10]=2)[N:4]=1. (4) Reactant: [Cl:1][C:2]1[CH:7]=[CH:6][C:5]([N+:8]([O-:10])=[O:9])=[CH:4][C:3]=1[OH:11].C(=O)([O-])[O-].[Cs+].[Cs+].Br[CH2:19][CH2:20][CH2:21][NH:22][C:23](=[O:29])[O:24][C:25]([CH3:28])([CH3:27])[CH3:26]. Product: [Cl:1][C:2]1[CH:7]=[CH:6][C:5]([N+:8]([O-:10])=[O:9])=[CH:4][C:3]=1[O:11][CH2:19][CH2:20][CH2:21][NH:22][C:23](=[O:29])[O:24][C:25]([CH3:28])([CH3:27])[CH3:26]. The catalyst class is: 589. (5) Reactant: CON(C)[C:4]([C:6]1[S:7][C:8]2[CH:14]=[C:13]([C:15]([F:18])([F:17])[F:16])[CH:12]=[CH:11][C:9]=2[CH:10]=1)=[O:5].[H-].[H-].[H-].[H-].[Li+].[Al+3].OS([O-])(=O)=O.[K+].O. Product: [F:17][C:15]([F:16])([F:18])[C:13]1[CH:12]=[CH:11][C:9]2[CH:10]=[C:6]([CH:4]=[O:5])[S:7][C:8]=2[CH:14]=1. The catalyst class is: 49.